Dataset: Full USPTO retrosynthesis dataset with 1.9M reactions from patents (1976-2016). Task: Predict the reactants needed to synthesize the given product. (1) Given the product [CH:56]1([C:54]2[CH:53]=[CH:52][N:51]=[C:50]([C:25]3[CH:30]=[N:29][C:28]([N:31]4[C:39]5[C:34](=[CH:35][CH:36]=[C:37]([C:40]([N:42]6[CH2:43][CH2:44][CH2:45][CH2:46]6)=[O:41])[CH:38]=5)[C:33]([S:47][CH3:48])=[CH:32]4)=[N:27][CH:26]=3)[CH:55]=2)[CH2:58][CH2:57]1, predict the reactants needed to synthesize it. The reactants are: B1(B2OC(C)(C)C(C)(C)O2)OC(C)(C)C(C)(C)O1.C([O-])(=O)C.[K+].Br[C:25]1[CH:26]=[N:27][C:28]([N:31]2[C:39]3[C:34](=[CH:35][CH:36]=[C:37]([C:40]([N:42]4[CH2:46][CH2:45][CH2:44][CH2:43]4)=[O:41])[CH:38]=3)[C:33]([S:47][CH3:48])=[CH:32]2)=[N:29][CH:30]=1.Br[C:50]1[CH:55]=[C:54]([CH:56]2[CH2:58][CH2:57]2)[CH:53]=[CH:52][N:51]=1.C(=O)([O-])[O-].[K+].[K+]. (2) Given the product [C:15]([O:14][C:12]([N:9]1[CH2:10][CH2:11][C:6]2([C:4](=[O:3])[N:21]([C:22]3[CH:27]=[N:26][C:25]([Br:28])=[CH:24][N:23]=3)[CH2:20][CH2:19]2)[CH2:7][CH2:8]1)=[O:13])([CH3:17])([CH3:16])[CH3:18], predict the reactants needed to synthesize it. The reactants are: C([O:3][C:4]([C:6]1([CH2:19][CH2:20][NH:21][C:22]2[CH:27]=[N:26][C:25]([Br:28])=[CH:24][N:23]=2)[CH2:11][CH2:10][N:9]([C:12]([O:14][C:15]([CH3:18])([CH3:17])[CH3:16])=[O:13])[CH2:8][CH2:7]1)=O)C.CC(C)([O-])C.[K+]. (3) The reactants are: [NH2:1][C@@H:2]([CH2:9][C:10]1[CH:15]=[C:14]([F:16])[CH:13]=[C:12]([F:17])[CH:11]=1)[C:3]([N:5]([O:7][CH3:8])[CH3:6])=[O:4].C([O-])([O-])=O.[K+].[K+].[CH2:24](Br)[C:25]1[CH:30]=[CH:29][CH:28]=[CH:27][CH:26]=1. Given the product [CH2:24]([N:1]([CH2:9][C:10]1[CH:15]=[CH:14][CH:13]=[CH:12][CH:11]=1)[C@@H:2]([CH2:9][C:10]1[CH:11]=[C:12]([F:17])[CH:13]=[C:14]([F:16])[CH:15]=1)[C:3]([N:5]([O:7][CH3:8])[CH3:6])=[O:4])[C:25]1[CH:30]=[CH:29][CH:28]=[CH:27][CH:26]=1, predict the reactants needed to synthesize it. (4) Given the product [Cl:24][C:25]1[C:33]([S:34]([NH:14][C:10]([CH3:13])([CH3:12])[CH3:11])(=[O:36])=[O:35])=[CH:32][CH:31]=[C:30]([Cl:39])[C:26]=1[C:27]([OH:29])=[O:28], predict the reactants needed to synthesize it. The reactants are: C(O)(=O)C1C=CC=CC=1.[C:10]([NH2:14])([CH3:13])([CH3:12])[CH3:11].CCN(C(C)C)C(C)C.[Cl:24][C:25]1[C:33]([S:34](NC)(=[O:36])=[O:35])=[CH:32][CH:31]=[C:30]([Cl:39])[C:26]=1[C:27]([OH:29])=[O:28]. (5) Given the product [F:8][C:9]([F:18])([F:19])[C:10]1[CH:17]=[CH:16][C:13]([CH:14]=[N:7][S@@:5]([C:2]([CH3:4])([CH3:3])[CH3:1])=[O:6])=[CH:12][CH:11]=1, predict the reactants needed to synthesize it. The reactants are: [CH3:1][C:2]([S@:5]([NH2:7])=[O:6])([CH3:4])[CH3:3].[F:8][C:9]([F:19])([F:18])[C:10]1[CH:17]=[CH:16][C:13]([CH:14]=O)=[CH:12][CH:11]=1. (6) Given the product [CH3:15][C:13]1([CH3:16])[NH:12][S:11](=[O:27])(=[O:26])[N:10]([C:4]2[CH:3]=[C:2]([F:1])[CH:9]=[CH:8][C:5]=2[C:6]#[N:7])[CH2:14]1, predict the reactants needed to synthesize it. The reactants are: [F:1][C:2]1[CH:9]=[CH:8][C:5]([C:6]#[N:7])=[C:4]([N:10]2[CH2:14][C:13]([CH3:16])([CH3:15])[N:12](CC3C=CC(OC)=CC=3)[S:11]2(=[O:27])=[O:26])[CH:3]=1.FC(F)(F)C(O)=O. (7) Given the product [CH2:1]([O:3][C:4]([C:6]1([C:9]2[CH:14]=[CH:13][C:12]([C:15]3[CH:20]=[CH:19][C:18]([C:21]4[O:25][N:24]=[C:23]([CH3:26])[C:22]=4[CH2:27][N:38]4[CH:39]=[C:35]([C:29]5[CH:34]=[CH:33][CH:32]=[CH:31][CH:30]=5)[N:36]=[N:37]4)=[CH:17][CH:16]=3)=[CH:11][CH:10]=2)[CH2:8][CH2:7]1)=[O:5])[CH3:2], predict the reactants needed to synthesize it. The reactants are: [CH2:1]([O:3][C:4]([C:6]1([C:9]2[CH:14]=[CH:13][C:12]([C:15]3[CH:20]=[CH:19][C:18]([C:21]4[O:25][N:24]=[C:23]([CH3:26])[C:22]=4[CH2:27]Br)=[CH:17][CH:16]=3)=[CH:11][CH:10]=2)[CH2:8][CH2:7]1)=[O:5])[CH3:2].[C:29]1([C:35]2[N:36]=[N:37][NH:38][CH:39]=2)[CH:34]=[CH:33][CH:32]=[CH:31][CH:30]=1.